This data is from Reaction yield outcomes from USPTO patents with 853,638 reactions. The task is: Predict the reaction yield, written as a fraction of the theoretical maximum amount of product (1.0 means a 100% yield; for example, 0.34 means a 34% yield). (1) The yield is 0.460. The product is [OH:31][C:32]1[C:33](=[O:46])[CH:34]=[C:35]([C:39]([OH:44])([OH:45])[C:40]([F:41])([F:42])[F:43])[N:36]([CH3:38])[CH:37]=1. The reactants are C(OC1C(=O)C=C(C(O)=O)N(CC(F)(F)F)C=1)C1C=CC=CC=1.C([O:31][C:32]1[C:33](=[O:46])[CH:34]=[C:35]([C:39]([OH:45])([OH:44])[C:40]([F:43])([F:42])[F:41])[N:36]([CH3:38])[CH:37]=1)C1C=CC=CC=1.Cl.[OH-].[Na+]. The catalyst is O. (2) The reactants are [Br:1][C:2]1[CH:3]=[C:4]2[C:8](=[CH:9][CH:10]=1)[NH:7][CH2:6][CH2:5]2.[C:11]([O:15][C:16](O[C:16]([O:15][C:11]([CH3:14])([CH3:13])[CH3:12])=[O:17])=[O:17])([CH3:14])([CH3:13])[CH3:12]. The catalyst is C(OCC)C. The product is [Br:1][C:2]1[CH:3]=[C:4]2[C:8](=[CH:9][CH:10]=1)[N:7]([C:16]([O:15][C:11]([CH3:14])([CH3:13])[CH3:12])=[O:17])[CH2:6][CH2:5]2. The yield is 0.700.